Dataset: Forward reaction prediction with 1.9M reactions from USPTO patents (1976-2016). Task: Predict the product of the given reaction. (1) Given the reactants [SH:1][CH2:2][CH2:3][C:4]1[CH:13]=[CH:12][C:7]([C:8]([O:10][CH3:11])=[O:9])=[CH:6][CH:5]=1.[BH4-].I[C:16]1[CH:17]=[C:18]2[C:22](=[CH:23][CH:24]=1)[N:21]([CH2:25][CH2:26][C:27]1[CH:32]=[CH:31][CH:30]=[CH:29][CH:28]=1)[C:20](=[O:33])[C:19]2([O:36][CH3:37])[O:34][CH3:35], predict the reaction product. The product is: [CH3:35][O:34][C:19]1([O:36][CH3:37])[C:18]2[C:22](=[CH:23][CH:24]=[C:16]([S:1][CH2:2][CH2:3][C:4]3[CH:13]=[CH:12][C:7]([C:8]([O:10][CH3:11])=[O:9])=[CH:6][CH:5]=3)[CH:17]=2)[N:21]([CH2:25][CH2:26][C:27]2[CH:28]=[CH:29][CH:30]=[CH:31][CH:32]=2)[C:20]1=[O:33]. (2) Given the reactants [CH3:1][C:2]([CH3:17])([CH3:16])[C@@H:3]([C:13]([OH:15])=[O:14])[NH:4][C:5]([O:7][CH2:8][CH2:9][CH2:10][CH:11]=[CH2:12])=[O:6].[CH2:18](O)CCCC=C, predict the reaction product. The product is: [CH3:1][C:2]([CH3:17])([CH3:16])[C@@H:3]([C:13]([OH:15])=[O:14])[NH:4][C:5]([O:7][CH2:8][CH2:9][CH2:10][CH2:11][CH:12]=[CH2:18])=[O:6].